From a dataset of Forward reaction prediction with 1.9M reactions from USPTO patents (1976-2016). Predict the product of the given reaction. (1) The product is: [Cl:14][C:15]1[C:20]([Cl:21])=[CH:19][CH:18]=[CH:17][C:16]=1[S:22]([NH:11][C:7]1[C:6]([O:12][CH3:13])=[N:5][C:4]([Br:3])=[C:9]([CH3:10])[N:8]=1)(=[O:24])=[O:23]. Given the reactants [H-].[Na+].[Br:3][C:4]1[N:5]=[C:6]([O:12][CH3:13])[C:7]([NH2:11])=[N:8][C:9]=1[CH3:10].[Cl:14][C:15]1[C:20]([Cl:21])=[CH:19][CH:18]=[CH:17][C:16]=1[S:22](Cl)(=[O:24])=[O:23].ClCCl.C(O)(=O)C, predict the reaction product. (2) The product is: [S:1]1[CH2:6][CH2:5][N:4]([CH2:14][CH2:13][CH2:12][Br:11])[C:3]2[CH:7]=[CH:8][CH:9]=[CH:10][C:2]1=2. Given the reactants [S:1]1[CH2:6][CH2:5][NH:4][C:3]2[CH:7]=[CH:8][CH:9]=[CH:10][C:2]1=2.[Br:11][CH2:12][CH2:13][CH2:14]Br.C([O-])([O-])=O.[Na+].[Na+], predict the reaction product. (3) Given the reactants Br[C:2]1(Br)[C:10]([CH3:12])([CH3:11])[CH2:9][C:8]2[NH:7][N:6]=[CH:5][C:4]=2[C:3]1=O.[N:15]1[CH:20]=[CH:19][CH:18]=[N:17][C:16]=1[NH:21][C:22]([NH2:24])=[S:23], predict the reaction product. The product is: [CH3:11][C:10]1([CH3:12])[CH2:9][C:8]2[NH:7][N:6]=[CH:5][C:4]=2[C:3]2[N:24]=[C:22]([NH:21][C:16]3[N:17]=[CH:18][CH:19]=[CH:20][N:15]=3)[S:23][C:2]1=2. (4) Given the reactants Cl.[Cl:2][CH2:3][CH2:4][N:5]([CH2:13][CH2:14][Cl:15])[C:6]1[CH:11]=[CH:10][C:9]([NH2:12])=[CH:8][CH:7]=1.O=C(Cl)[O:18][C:19](Cl)(Cl)[Cl:20], predict the reaction product. The product is: [ClH:2].[Cl:2][CH2:3][CH2:4][N:5]([C:6]1[CH:11]=[CH:10][C:9]([NH:12][C:19]([Cl:20])=[O:18])=[CH:8][CH:7]=1)[CH2:13][CH2:14][Cl:15].